From a dataset of Catalyst prediction with 721,799 reactions and 888 catalyst types from USPTO. Predict which catalyst facilitates the given reaction. (1) Reactant: Br[C:2]1[C:3]([CH2:18][O:19][Si:20]([C:23]([CH3:26])([CH3:25])[CH3:24])([CH3:22])[CH3:21])=[C:4]2[C:8](=[CH:9][CH:10]=1)[N:7]([C:11]([O:13][C:14]([CH3:17])([CH3:16])[CH3:15])=[O:12])[CH2:6][CH2:5]2.C([O-])([O-])=O.[K+].[K+].[CH3:33][N:34]1[CH:38]=[C:37](B2OC(C)(C)C(C)(C)O2)[CH:36]=[N:35]1. Product: [Si:20]([O:19][CH2:18][C:3]1[C:2]([C:37]2[CH:36]=[N:35][N:34]([CH3:33])[CH:38]=2)=[CH:10][CH:9]=[C:8]2[C:4]=1[CH2:5][CH2:6][N:7]2[C:11]([O:13][C:14]([CH3:17])([CH3:16])[CH3:15])=[O:12])([C:23]([CH3:26])([CH3:25])[CH3:24])([CH3:22])[CH3:21]. The catalyst class is: 117. (2) Reactant: [CH2:1]([Mg]Br)[CH:2]([CH3:4])[CH3:3].CCOCC.[N:12]1[C:19]([Cl:20])=[N:18][C:16](Cl)=[N:15][C:13]=1[Cl:14]. Product: [Cl:14][C:13]1[N:12]=[C:19]([Cl:20])[N:18]=[C:16]([CH2:1][CH:2]([CH3:4])[CH3:3])[N:15]=1. The catalyst class is: 46.